Dataset: Reaction yield outcomes from USPTO patents with 853,638 reactions. Task: Predict the reaction yield, written as a fraction of the theoretical maximum amount of product (1.0 means a 100% yield; for example, 0.34 means a 34% yield). (1) The reactants are [N:1]([C@H:4]1[C@H:19](O)[CH2:18][C@@H:17](/[C:21](/[CH3:29])=[CH:22]/[C:23]2[N:24]=[C:25]([CH3:28])[S:26][CH:27]=2)[O:16][C:15](=[O:30])[CH2:14][C@H:13]([OH:31])[C:12]([CH3:33])([CH3:32])[C:11](=[O:34])[C@H:10]([CH3:35])[C@@H:9]([OH:36])[C@@H:8]([CH3:37])[CH2:7][CH2:6][CH2:5]1)=[N+]=[N-].N([C@H]1C[C@@H](/C(/C)=C/C2N=C(C)SC=2)OC(=O)C[C@H](O)C(C)(C)C(=O)[C@H](C)[C@@H](O)[C@@H](C)CCC[C@@H]1O)=[N+]=[N-].C1(P(C2C=CC=CC=2)C2C=CC=CC=2)C=CC=CC=1. The catalyst is C(#N)C. The product is [OH:31][C@@H:13]1[C:12]([CH3:33])([CH3:32])[C:11](=[O:34])[C@H:10]([CH3:35])[C@@H:9]([OH:36])[C@@H:8]([CH3:37])[CH2:7][CH2:6][CH2:5][C@@H:4]2[C@@H:19]([NH:1]2)[CH2:18][C@@H:17](/[C:21](/[CH3:29])=[CH:22]/[C:23]2[N:24]=[C:25]([CH3:28])[S:26][CH:27]=2)[O:16][C:15](=[O:30])[CH2:14]1. The yield is 0.460. (2) The product is [O:28]=[C:27]1[C:26]2[C:21](=[CH:22][CH:23]=[CH:24][CH:25]=2)[C:20](=[O:29])[N:19]1[CH2:18][C@@H:17]([NH:16][C:7]([C:5]1[S:6][C:2]([CH3:1])=[C:3]([C:10]2[N:14]([CH3:15])[N:13]=[CH:12][CH:11]=2)[CH:4]=1)=[O:9])[CH2:30][C:31]1[CH:36]=[CH:35][CH:34]=[C:33]([C:37]([F:39])([F:38])[F:40])[CH:32]=1. The catalyst is C(Cl)(Cl)Cl. The yield is 0.450. The reactants are [CH3:1][C:2]1[S:6][C:5]([C:7]([OH:9])=O)=[CH:4][C:3]=1[C:10]1[N:14]([CH3:15])[N:13]=[CH:12][CH:11]=1.[NH2:16][C@@H:17]([CH2:30][C:31]1[CH:36]=[CH:35][CH:34]=[C:33]([C:37]([F:40])([F:39])[F:38])[CH:32]=1)[CH2:18][N:19]1[C:27](=[O:28])[C:26]2[C:21](=[CH:22][CH:23]=[CH:24][CH:25]=2)[C:20]1=[O:29].C1CN([P+](Br)(N2CCCC2)N2CCCC2)CC1.F[P-](F)(F)(F)(F)F.CCN(C(C)C)C(C)C. (3) The reactants are [ClH:1].[OH:2][C@H:3]1[CH2:7][N:6](C(OC(C)(C)C)=O)[C@@H:5]([C:15](=[O:30])[NH:16][C:17]2[CH:22]=[CH:21][C:20]([N:23]3[CH2:28][CH2:27][O:26][CH2:25][C:24]3=[O:29])=[CH:19][CH:18]=2)[CH2:4]1. The catalyst is O1CCOCC1. The product is [ClH:1].[O:29]=[C:24]1[CH2:25][O:26][CH2:27][CH2:28][N:23]1[C:20]1[CH:19]=[CH:18][C:17]([NH:16][C:15]([C@H:5]2[CH2:4][C@@H:3]([OH:2])[CH2:7][NH:6]2)=[O:30])=[CH:22][CH:21]=1. The yield is 1.00. (4) The reactants are [NH2:1][C:2]1[N:29]=[CH:28][C:27]([Br:30])=[CH:26][C:3]=1[C:4]([C:6]1[N:11]=[C:10]([N:12]2[CH2:18][CH2:17][CH2:16][N:15](C(OC(C)(C)C)=O)[CH2:14][CH2:13]2)[CH:9]=[CH:8][CH:7]=1)=[O:5].Cl. The catalyst is O1CCOCC1. The product is [N:12]1([C:10]2[N:11]=[C:6]([C:4]([C:3]3[C:2]([NH2:1])=[N:29][CH:28]=[C:27]([Br:30])[CH:26]=3)=[O:5])[CH:7]=[CH:8][CH:9]=2)[CH2:18][CH2:17][CH2:16][NH:15][CH2:14][CH2:13]1. The yield is 0.360. (5) The reactants are [OH-].[Li+].[CH2:3]([O:10][C:11]1[CH:16]=[CH:15][C:14]([S:17]([NH:20][CH2:21][C@H:22]([N:27]2[CH2:32][CH2:31][N:30]([S:33]([CH3:36])(=[O:35])=[O:34])[CH2:29][CH2:28]2)[C:23]([O:25]C)=[O:24])(=[O:19])=[O:18])=[CH:13][CH:12]=1)[C:4]1[CH:9]=[CH:8][CH:7]=[CH:6][CH:5]=1. The catalyst is O1CCCC1.O. The product is [CH2:3]([O:10][C:11]1[CH:12]=[CH:13][C:14]([S:17]([NH:20][CH2:21][C@H:22]([N:27]2[CH2:32][CH2:31][N:30]([S:33]([CH3:36])(=[O:34])=[O:35])[CH2:29][CH2:28]2)[C:23]([OH:25])=[O:24])(=[O:19])=[O:18])=[CH:15][CH:16]=1)[C:4]1[CH:9]=[CH:8][CH:7]=[CH:6][CH:5]=1. The yield is 0.860.